This data is from Full USPTO retrosynthesis dataset with 1.9M reactions from patents (1976-2016). The task is: Predict the reactants needed to synthesize the given product. (1) Given the product [CH2:15]([O:17][C:18]1[CH:23]=[CH:22][C:21]([CH2:24][CH2:25][NH:26][C:12]([C:10]2[S:11][C:7]([C:4]3[CH:3]=[CH:2][N:1]=[CH:6][CH:5]=3)=[CH:8][CH:9]=2)=[O:14])=[CH:20][CH:19]=1)[CH3:16], predict the reactants needed to synthesize it. The reactants are: [N:1]1[CH:6]=[CH:5][C:4]([C:7]2[S:11][C:10]([C:12]([OH:14])=O)=[CH:9][CH:8]=2)=[CH:3][CH:2]=1.[CH2:15]([O:17][C:18]1[CH:23]=[CH:22][C:21]([CH2:24][CH2:25][NH2:26])=[CH:20][CH:19]=1)[CH3:16]. (2) Given the product [Cl:1][C:2]1[CH:3]=[C:4]([NH:10][C:11]2[CH:16]=[CH:15][C:14]([N:17]3[CH2:22][CH2:21][N:20]([CH:26]4[CH2:27][O:24][CH2:25]4)[CH2:19][C@@H:18]3[CH3:23])=[CH:13][N:12]=2)[C:5](=[O:9])[N:6]([CH3:8])[N:7]=1, predict the reactants needed to synthesize it. The reactants are: [Cl:1][C:2]1[CH:3]=[C:4]([NH:10][C:11]2[CH:16]=[CH:15][C:14]([N:17]3[CH2:22][CH2:21][NH:20][CH2:19][C@@H:18]3[CH3:23])=[CH:13][N:12]=2)[C:5](=[O:9])[N:6]([CH3:8])[N:7]=1.[O:24]1[CH2:27][C:26](=O)[CH2:25]1.[BH3-]C#N.[Na+].O. (3) Given the product [CH3:42][C@@H:37]1[CH2:38][O:39][CH2:40][CH2:41][N:36]1[C:34]1[CH:33]=[C:32]([C:43]2([S@:46]([CH3:49])(=[NH:48])=[O:47])[CH2:44][CH2:45]2)[N:31]=[C:30]([C:9]2[CH:14]=[CH:13][N:12]=[C:11]3[N:15]([S:18]([C:21]4[CH:22]=[CH:23][C:24]([CH3:25])=[CH:26][CH:27]=4)(=[O:19])=[O:20])[CH:16]=[CH:17][C:10]=23)[N:35]=1, predict the reactants needed to synthesize it. The reactants are: CC1(C)C(C)(C)OB([C:9]2[CH:14]=[CH:13][N:12]=[C:11]3[N:15]([S:18]([C:21]4[CH:27]=[CH:26][C:24]([CH3:25])=[CH:23][CH:22]=4)(=[O:20])=[O:19])[CH:16]=[CH:17][C:10]=23)O1.Cl[C:30]1[N:35]=[C:34]([N:36]2[CH2:41][CH2:40][O:39][CH2:38][C@H:37]2[CH3:42])[CH:33]=[C:32]([C:43]2([S@:46]([CH3:49])(=[NH:48])=[O:47])[CH2:45][CH2:44]2)[N:31]=1.C(=O)([O-])[O-].[Na+].[Na+]. (4) Given the product [CH:6]1([C:9](=[O:12])[CH:10]([CH3:11])[C:14](=[O:16])[C:13]([O:20][CH2:21][CH3:22])=[O:19])[CH2:8][CH2:7]1, predict the reactants needed to synthesize it. The reactants are: C1COCC1.[CH:6]1([C:9](=[O:12])[CH2:10][CH3:11])[CH2:8][CH2:7]1.[C:13]([O:20][CH2:21][CH3:22])(=[O:19])[C:14]([O:16]CC)=O. (5) Given the product [Cl:1][C:2]1[CH:3]=[C:4]([C:23]2([C:27]([OH:29])=[O:28])[CH2:26][CH2:25][CH2:24]2)[CH:5]=[C:6]([C:14]2[CH:19]=[CH:18][C:17]([CH:20]([CH3:22])[CH3:21])=[CH:16][CH:15]=2)[C:7]=1[O:8][CH2:9][C:10]([F:13])([F:12])[F:11], predict the reactants needed to synthesize it. The reactants are: [Cl:1][C:2]1[CH:3]=[C:4]([C:23]2([C:27]([O:29]CC)=[O:28])[CH2:26][CH2:25][CH2:24]2)[CH:5]=[C:6]([C:14]2[CH:19]=[CH:18][C:17]([CH:20]([CH3:22])[CH3:21])=[CH:16][CH:15]=2)[C:7]=1[O:8][CH2:9][C:10]([F:13])([F:12])[F:11].O.[OH-].[Li+]. (6) Given the product [CH3:6][S:5][CH2:4][CH2:3][CH:2]1[NH:1][C:10](=[O:12])[NH:13][C:7]1=[O:9], predict the reactants needed to synthesize it. The reactants are: [NH2:1][CH:2]([C:7]([OH:9])=O)[CH2:3][CH2:4][S:5][CH3:6].[C:10](=[O:12])=O.[NH2:13][C@H](C([O-])=O)CCSC.[K+]. (7) The reactants are: [Cl:1][C:2]1[N:20]=[C:5]2[C:6]([C:10]3[CH:15]=[CH:14][C:13]([S:16]([CH3:19])(=[O:18])=[O:17])=[CH:12][CH:11]=3)=[CH:7][CH:8]=[CH:9][N:4]2[N:3]=1.[N:21]1([CH2:26][CH2:27][N:28]2[CH:32]=[C:31]([NH2:33])[CH:30]=[N:29]2)[CH2:25][CH2:24][CH2:23][CH2:22]1.C1(P(C2CCCCC2)C2(P(C3CCCCC3)C3CCCCC3)CC=CC=C2C2C=CC=CC=2)CCCCC1.Cl. Given the product [CH3:19][S:16]([C:13]1[CH:14]=[CH:15][C:10]([C:6]2[C:5]3[N:4]([N:3]=[C:2]([NH:33][C:31]4[CH:30]=[N:29][N:28]([CH2:27][CH2:26][N:21]5[CH2:25][CH2:24][CH2:23][CH2:22]5)[CH:32]=4)[N:20]=3)[CH:9]=[CH:8][CH:7]=2)=[CH:11][CH:12]=1)(=[O:18])=[O:17].[ClH:1].[CH3:19][S:16]([C:13]1[CH:14]=[CH:15][C:10]([C:6]2[C:5]3[N:4]([N:3]=[C:2]([NH:33][C:31]4[CH:30]=[N:29][N:28]([CH2:27][CH2:26][N:21]5[CH2:25][CH2:24][CH2:23][CH2:22]5)[CH:32]=4)[N:20]=3)[CH:9]=[CH:8][CH:7]=2)=[CH:11][CH:12]=1)(=[O:18])=[O:17], predict the reactants needed to synthesize it. (8) Given the product [C:18]([O:22][C:23]([N:25]1[CH2:28][CH2:27][C@H:26]1[CH2:29][O:30][C:31]1[CH:36]=[C:35]([C:2]2[CH:3]=[C:4]([CH2:8][C@@H:9]([OH:17])[CH2:10][C:11]3[CH:16]=[CH:15][CH:14]=[CH:13][CH:12]=3)[CH:5]=[CH:6][CH:7]=2)[CH:34]=[N:33][CH:32]=1)=[O:24])([CH3:21])([CH3:19])[CH3:20], predict the reactants needed to synthesize it. The reactants are: Br[C:2]1[CH:3]=[C:4]([CH2:8][C@@H:9]([OH:17])[CH2:10][C:11]2[CH:16]=[CH:15][CH:14]=[CH:13][CH:12]=2)[CH:5]=[CH:6][CH:7]=1.[C:18]([O:22][C:23]([N:25]1[CH2:28][CH2:27][C@H:26]1[CH2:29][O:30][C:31]1[CH:32]=[N:33][CH:34]=[C:35]([Sn](C)(C)C)[CH:36]=1)=[O:24])([CH3:21])([CH3:20])[CH3:19].[F-].[Cs+].